Task: Predict the product of the given reaction.. Dataset: Forward reaction prediction with 1.9M reactions from USPTO patents (1976-2016) Given the reactants [F:1][C:2]1[CH:7]=[CH:6][C:5]([C:8]2([CH:12]3[C:21]4[C:16](=[CH:17][CH:18]=[C:19]([O:22][CH2:23][CH2:24][NH:25][S:26]([CH2:29][CH2:30][CH3:31])(=[O:28])=[O:27])[CH:20]=4)[CH2:15][CH2:14][N:13]3[C:32](=O)[C:33]([F:36])([F:35])[F:34])[CH2:11][CH2:10][CH2:9]2)=[CH:4][CH:3]=1.B.[ClH:39], predict the reaction product. The product is: [ClH:39].[F:1][C:2]1[CH:7]=[CH:6][C:5]([C:8]2([CH:12]3[C:21]4[C:16](=[CH:17][CH:18]=[C:19]([O:22][CH2:23][CH2:24][NH:25][S:26]([CH2:29][CH2:30][CH3:31])(=[O:28])=[O:27])[CH:20]=4)[CH2:15][CH2:14][N:13]3[CH2:32][C:33]([F:35])([F:34])[F:36])[CH2:11][CH2:10][CH2:9]2)=[CH:4][CH:3]=1.